This data is from Catalyst prediction with 721,799 reactions and 888 catalyst types from USPTO. The task is: Predict which catalyst facilitates the given reaction. Reactant: [Cl:1][C:2]1[CH:7]=[CH:6][C:5]([NH:8][NH2:9])=[CH:4][CH:3]=1.[C:10](OC)(=[O:13])[C:11]#[CH:12].S(=O)(=O)(O)O. Product: [Cl:1][C:2]1[CH:7]=[CH:6][C:5]([N:8]2[CH:12]=[CH:11][C:10]([OH:13])=[N:9]2)=[CH:4][CH:3]=1. The catalyst class is: 5.